Predict the reactants needed to synthesize the given product. From a dataset of Full USPTO retrosynthesis dataset with 1.9M reactions from patents (1976-2016). Given the product [NH2:29][CH2:28][CH2:27][CH2:26][N:25]1[C:12]2[C:13](=[N:14][C:15]([C:16]3[CH:17]=[CH:18][C:19]([CH3:22])=[CH:20][CH:21]=3)=[C:10]([C:7]3[CH:8]=[CH:9][C:4]([C:2]#[N:3])=[CH:5][CH:6]=3)[CH:11]=2)[CH:23]=[CH:24]1, predict the reactants needed to synthesize it. The reactants are: Cl.[C:2]([C:4]1[CH:9]=[CH:8][C:7]([C:10]2[CH:11]=[C:12]3[N:25]([CH2:26][CH2:27][CH2:28][NH:29]C(=O)OC(C)(C)C)[CH:24]=[CH:23][C:13]3=[N:14][C:15]=2[C:16]2[CH:21]=[CH:20][C:19]([CH3:22])=[CH:18][CH:17]=2)=[CH:6][CH:5]=1)#[N:3].